From a dataset of Catalyst prediction with 721,799 reactions and 888 catalyst types from USPTO. Predict which catalyst facilitates the given reaction. (1) The catalyst class is: 202. Product: [CH3:26][O:25][C:13]1[CH:14]=[CH:15][C:16]([S:18]([C:21]([F:24])([F:22])[F:23])(=[O:20])=[O:19])=[CH:17][C:12]=1[S:9]([NH:8][C:3]1[CH:4]=[CH:5][CH:6]=[CH:7][C:2]=1[NH:1][S:36]([C:32]1[CH:33]=[CH:34][CH:35]=[C:30]([N+:27]([O-:29])=[O:28])[CH:31]=1)(=[O:37])=[O:38])(=[O:10])=[O:11]. Reactant: [NH2:1][C:2]1[CH:7]=[CH:6][CH:5]=[CH:4][C:3]=1[NH:8][S:9]([C:12]1[CH:17]=[C:16]([S:18]([C:21]([F:24])([F:23])[F:22])(=[O:20])=[O:19])[CH:15]=[CH:14][C:13]=1[O:25][CH3:26])(=[O:11])=[O:10].[N+:27]([C:30]1[CH:31]=[C:32]([S:36](Cl)(=[O:38])=[O:37])[CH:33]=[CH:34][CH:35]=1)([O-:29])=[O:28]. (2) Reactant: Br[C:2]1[CH:7]=[CH:6][CH:5]=[CH:4][C:3]=1[CH2:8][CH3:9].[Li][CH2:11][CH2:12][CH2:13][CH3:14].[O:15]1[C@H](CC)C1. Product: [CH2:13]([C:12]1[CH:11]=[CH:4][CH:5]=[CH:6][C:7]=1[C@H:2]([OH:15])[CH2:3][CH2:8][CH3:9])[CH3:14]. The catalyst class is: 1. (3) Product: [Br:1][C:2]1[CH:3]=[C:4]([NH2:9])[C:5]([NH2:8])=[N:6][CH:7]=1. Reactant: [Br:1][C:2]1[CH:3]=[C:4]([N+:9]([O-])=O)[C:5]([NH2:8])=[N:6][CH:7]=1.C(OCC)(=O)C.O.O.[Sn](Cl)(Cl)(Cl)Cl.[BH4-].[Na+]. The catalyst class is: 218. (4) Reactant: [CH2:1]=[CH:2][C:3]1[CH:8]=[CH:7][CH:6]=[CH:5][CH:4]=1.[C:9]([O:14][CH2:15][CH2:16][N:17]([CH3:19])[CH3:18])(=[O:13])[C:10]([CH3:12])=[CH2:11].N(C(C)(C)C#N)=NC(C)(C)C#N. Product: [CH2:1]=[CH:2][C:3]1[CH:8]=[CH:7][CH:6]=[CH:5][CH:4]=1.[C:9]([O:14][CH2:15][CH2:16][N:17]([CH3:19])[CH3:18])(=[O:13])[C:10]([CH3:12])=[CH2:11]. The catalyst class is: 11.